From a dataset of Full USPTO retrosynthesis dataset with 1.9M reactions from patents (1976-2016). Predict the reactants needed to synthesize the given product. Given the product [CH3:23][C:22]1[CH:3]=[N:1][NH:2][C:21]=1[C:20]([O:19][CH3:18])=[O:25], predict the reactants needed to synthesize it. The reactants are: [N+:1](=[CH2:3])=[N-:2].CC1C=CC(S(N(N=O)C)(=O)=O)=CC=1.[CH3:18][O:19][C:20](=[O:25])[C:21](Br)=[CH:22][CH3:23].C(O)(=O)C.